The task is: Predict the product of the given reaction.. This data is from Forward reaction prediction with 1.9M reactions from USPTO patents (1976-2016). The product is: [CH2:1]([O:8][N:9]1[C:10]2[C:11](=[CH:17][CH:18]=[CH:19][N:20]=2)[C:12]([OH:14])=[C:22]([C:23]([O:25][CH2:26][CH3:27])=[O:24])[C:21]1=[O:28])[C:2]1[CH:7]=[CH:6][CH:5]=[CH:4][CH:3]=1. Given the reactants [CH2:1]([O:8][N:9]([C:21](=[O:28])[CH2:22][C:23]([O:25][CH2:26][CH3:27])=[O:24])[C:10]1[N:20]=[CH:19][CH:18]=[CH:17][C:11]=1[C:12]([O:14]CC)=O)[C:2]1[CH:7]=[CH:6][CH:5]=[CH:4][CH:3]=1.[O-]CC.[Na+].Cl, predict the reaction product.